Dataset: Forward reaction prediction with 1.9M reactions from USPTO patents (1976-2016). Task: Predict the product of the given reaction. (1) The product is: [NH:9]1[C:10]2[CH:16]=[CH:15][CH:14]=[CH:13][C:11]=2[N:12]=[C:8]1[C:5]1[CH:4]=[CH:3][C:2]([NH:30][CH:27]2[CH2:28][CH2:29][N:24]([CH2:23][C:22]3[CH:31]=[CH:32][C:33]([O:34][CH3:35])=[C:20]([O:19][CH2:17][CH3:18])[CH:21]=3)[CH2:25][CH2:26]2)=[N:7][CH:6]=1. Given the reactants Cl[C:2]1[N:7]=[CH:6][C:5]([C:8]2[NH:12][C:11]3[CH:13]=[CH:14][CH:15]=[CH:16][C:10]=3[N:9]=2)=[CH:4][CH:3]=1.[CH2:17]([O:19][C:20]1[CH:21]=[C:22]([CH:31]=[CH:32][C:33]=1[O:34][CH3:35])[CH2:23][N:24]1[CH2:29][CH2:28][CH:27]([NH2:30])[CH2:26][CH2:25]1)[CH3:18], predict the reaction product. (2) Given the reactants [Br:1][C:2]1[C:10]2[C:5](=[CH:6][CH:7]=[C:8]([C:11]#[N:12])[CH:9]=2)[N:4](C2CCCCO2)[N:3]=1.Cl, predict the reaction product. The product is: [Br:1][C:2]1[C:10]2[C:5](=[CH:6][CH:7]=[C:8]([C:11]#[N:12])[CH:9]=2)[NH:4][N:3]=1. (3) Given the reactants [C:1]([O:5][C:6]([NH:8][C:9]1[CH:18]=[CH:17][C:12]([C:13]([O:15]C)=[O:14])=[C:11]([OH:19])[CH:10]=1)=[O:7])([CH3:4])([CH3:3])[CH3:2], predict the reaction product. The product is: [C:1]([O:5][C:6]([NH:8][C:9]1[CH:18]=[CH:17][C:12]([C:13]([OH:15])=[O:14])=[C:11]([OH:19])[CH:10]=1)=[O:7])([CH3:4])([CH3:2])[CH3:3].